Dataset: Reaction yield outcomes from USPTO patents with 853,638 reactions. Task: Predict the reaction yield, written as a fraction of the theoretical maximum amount of product (1.0 means a 100% yield; for example, 0.34 means a 34% yield). (1) The reactants are [CH2:1]([O:8][C:9]1[C:14]([N+:15]([O-:17])=[O:16])=[C:13](Cl)[CH:12]=[CH:11][N:10]=1)[C:2]1[CH:7]=[CH:6][CH:5]=[CH:4][CH:3]=1.[Cl:19][C:20]1[CH:25]=[C:24]([C:26]([F:29])([F:28])[F:27])[CH:23]=[CH:22][C:21]=1B(O)O. The yield is 0.790. The product is [CH2:1]([O:8][C:9]1[C:14]([N+:15]([O-:17])=[O:16])=[C:13]([C:21]2[CH:22]=[CH:23][C:24]([C:26]([F:29])([F:28])[F:27])=[CH:25][C:20]=2[Cl:19])[CH:12]=[CH:11][N:10]=1)[C:2]1[CH:7]=[CH:6][CH:5]=[CH:4][CH:3]=1. No catalyst specified. (2) The reactants are [Cl:1][C:2]1[CH:7]=[CH:6][C:5]([C:8]2[N:12]([CH:13]([CH:17]3[CH2:19][CH2:18]3)[C:14](O)=[O:15])[C:11]3[CH:20]=[C:21]([F:25])[C:22]([F:24])=[CH:23][C:10]=3[N:9]=2)=[CH:4][CH:3]=1.[H-].[Al+3].[Li+].[H-].[H-].[H-]. The product is [Cl:1][C:2]1[CH:7]=[CH:6][C:5]([C:8]2[N:12]([CH:13]([CH:17]3[CH2:19][CH2:18]3)[CH2:14][OH:15])[C:11]3[CH:20]=[C:21]([F:25])[C:22]([F:24])=[CH:23][C:10]=3[N:9]=2)=[CH:4][CH:3]=1. The yield is 0.560. The catalyst is O1CCCC1. (3) The reactants are [CH3:1][O:2][C:3]1[CH:8]=[CH:7][C:6]([C:9](=O)[CH2:10][C:11](=O)[C:12]([F:15])([F:14])[F:13])=[CH:5][CH:4]=1.[NH2:18][C:19]1[N:20]=[CH:21][NH:22][C:23]=1[C:24]#[N:25]. No catalyst specified. The product is [CH3:1][O:2][C:3]1[CH:8]=[CH:7][C:6]([C:9]2[CH:10]=[C:11]([C:12]([F:15])([F:14])[F:13])[N:20]3[CH:21]=[N:22][C:23]([C:24]#[N:25])=[C:19]3[N:18]=2)=[CH:5][CH:4]=1. The yield is 0.390. (4) The reactants are [CH2:1]([O:8][C:9]1[C:17]2[N:16]=[C:15]([CH3:18])[N:14]([CH3:19])[C:13]=2[CH:12]=[C:11](Br)[CH:10]=1)[C:2]1[CH:7]=[CH:6][CH:5]=[CH:4][CH:3]=1.C1(P([C:34]2[CH:39]=CC=CC=2)C2C=CC=CC=2)C=CC=CC=1.[C]=[O:41].[CH2:42]([OH:44])C. The catalyst is C(N(CC)CC)C.C([O-])(=O)C.[Pd+2].C([O-])(=O)C. The product is [CH2:1]([O:8][C:9]1[C:17]2[N:16]=[C:15]([CH3:18])[N:14]([CH3:19])[C:13]=2[CH:12]=[C:11]([C:42]([O:44][CH2:39][CH3:34])=[O:41])[CH:10]=1)[C:2]1[CH:7]=[CH:6][CH:5]=[CH:4][CH:3]=1. The yield is 0.840.